Predict the product of the given reaction. From a dataset of Forward reaction prediction with 1.9M reactions from USPTO patents (1976-2016). (1) Given the reactants [Cl:1][C:2]1[CH:3]=[C:4]([C:9]2[S:10][CH:11]=[C:12]([C:15]([CH3:17])=O)[C:13]=2[OH:14])[CH:5]=[CH:6][C:7]=1[Cl:8].[NH:18]([C:20]([C:22]1[S:26][C:25]([C:27]([O:29][CH3:30])=[O:28])=[CH:24][CH:23]=1)=[O:21])[NH2:19].O.S(C1C=CC(C)=CC=1)(O)(=O)=O, predict the reaction product. The product is: [Cl:1][C:2]1[CH:3]=[C:4]([C:9]2[S:10][CH:11]=[C:12]([C:15](=[N:19][NH:18][C:20]([C:22]3[S:26][C:25]([C:27]([O:29][CH3:30])=[O:28])=[CH:24][CH:23]=3)=[O:21])[CH3:17])[C:13]=2[OH:14])[CH:5]=[CH:6][C:7]=1[Cl:8]. (2) Given the reactants [CH:1]1([N:7]2[C:11]([CH:12]3[CH2:17][CH2:16][CH2:15][CH2:14][CH2:13]3)=[CH:10][N:9]=[CH:8]2)[CH2:6][CH2:5][CH2:4][CH2:3][CH2:2]1.[Cl:18][CH2:19][C:20]([C:22]1[CH:27]=[CH:26][CH:25]=[CH:24][CH:23]=1)=[O:21].C(#N)C, predict the reaction product. The product is: [Cl-:18].[CH:1]1([N+:7]2[C:11]([CH:12]3[CH2:13][CH2:14][CH2:15][CH2:16][CH2:17]3)=[CH:10][N:9]([CH2:19][C:20]([C:22]3[CH:27]=[CH:26][CH:25]=[CH:24][CH:23]=3)=[O:21])[CH:8]=2)[CH2:6][CH2:5][CH2:4][CH2:3][CH2:2]1.